From a dataset of Catalyst prediction with 721,799 reactions and 888 catalyst types from USPTO. Predict which catalyst facilitates the given reaction. (1) Reactant: C1(P(C2C=CC=CC=2)C2C=CC=CC=2)C=CC=CC=1.[CH:20]1([C:23]2[O:27][N:26]=[C:25]([C:28]3[CH:33]=[CH:32][CH:31]=[CH:30][C:29]=3[O:34][C:35]([F:38])([F:37])[F:36])[C:24]=2[CH2:39]O)[CH2:22][CH2:21]1.C(Br)(Br)(Br)[Br:42]. Product: [Br:42][CH2:39][C:24]1[C:25]([C:28]2[CH:33]=[CH:32][CH:31]=[CH:30][C:29]=2[O:34][C:35]([F:38])([F:37])[F:36])=[N:26][O:27][C:23]=1[CH:20]1[CH2:22][CH2:21]1. The catalyst class is: 4. (2) Reactant: [NH2:1][CH:2]1[CH2:7][CH2:6][N:5]([C:8]([O:10][CH2:11][C:12]2[CH:17]=[CH:16][CH:15]=[CH:14][CH:13]=2)=[O:9])[CH2:4][CH2:3]1.[CH3:18][C:19]1[N:20]=[CH:21][NH:22][C:23]=1[CH:24]=O.C(O[BH-](OC(=O)C)OC(=O)C)(=O)C.[Na+].C(=O)([O-])[O-].[K+].[K+]. Product: [CH3:18][C:19]1[N:20]=[CH:21][NH:22][C:23]=1[CH2:24][NH:1][CH:2]1[CH2:3][CH2:4][N:5]([C:8]([O:10][CH2:11][C:12]2[CH:17]=[CH:16][CH:15]=[CH:14][CH:13]=2)=[O:9])[CH2:6][CH2:7]1. The catalyst class is: 478. (3) Reactant: C([Si](C)(C)[O:6][CH:7]([C:37]([CH3:40])([CH3:39])[CH3:38])[CH2:8][CH2:9][C:10]1[CH:15]=[CH:14][C:13]([C:16]([C:21]2[CH:34]=[CH:33][C:24]([O:25][CH2:26][C@@H:27]([OH:32])[CH2:28][CH2:29][CH2:30][OH:31])=[C:23]([CH3:35])[CH:22]=2)([CH2:19][CH3:20])[CH2:17][CH3:18])=[CH:12][C:11]=1[CH3:36])(C)(C)C.CCCC[N+](CCCC)(CCCC)CCCC.[F-].C(OCC)(=O)C. Product: [CH2:17]([C:16]([C:21]1[CH:34]=[CH:33][C:24]([O:25][CH2:26][C@@H:27]([OH:32])[CH2:28][CH2:29][CH2:30][OH:31])=[C:23]([CH3:35])[CH:22]=1)([C:13]1[CH:14]=[CH:15][C:10]([CH2:9][CH2:8][CH:7]([OH:6])[C:37]([CH3:39])([CH3:40])[CH3:38])=[C:11]([CH3:36])[CH:12]=1)[CH2:19][CH3:20])[CH3:18]. The catalyst class is: 1. (4) Reactant: [NH2:1][C:2]1[C:3]([C:8]([NH:10][C:11]2[CH:16]=[C:15]([NH:17][C:18](=[O:30])[C:19]3[CH:24]=[CH:23][CH:22]=[C:21]([C:25]([C:28]#[N:29])([CH3:27])[CH3:26])[CH:20]=3)[CH:14]=[CH:13][C:12]=2[CH3:31])=[O:9])=[N:4][CH:5]=[CH:6][N:7]=1.[NH:32]1[CH:36]=[CH:35][N:34]=[C:33]1[CH:37]=O.[BH-](OC(C)=O)(OC(C)=O)OC(C)=O.[Na+]. Product: [C:28]([C:25]([C:21]1[CH:20]=[C:19]([CH:24]=[CH:23][CH:22]=1)[C:18]([NH:17][C:15]1[CH:14]=[CH:13][C:12]([CH3:31])=[C:11]([NH:10][C:8]([C:3]2[C:2]([NH:1][CH2:37][C:33]3[NH:32][CH:36]=[CH:35][N:34]=3)=[N:7][CH:6]=[CH:5][N:4]=2)=[O:9])[CH:16]=1)=[O:30])([CH3:27])[CH3:26])#[N:29]. The catalyst class is: 1.